This data is from Full USPTO retrosynthesis dataset with 1.9M reactions from patents (1976-2016). The task is: Predict the reactants needed to synthesize the given product. Given the product [C:1]([O:5][C:6]([N:8]1[CH2:14][CH2:13][CH2:12][N:11]([C:15]2[CH:20]=[CH:19][C:18]([C:21]([F:24])([F:22])[F:23])=[CH:17][C:16]=2[NH2:25])[CH2:10][CH2:9]1)=[O:7])([CH3:4])([CH3:2])[CH3:3], predict the reactants needed to synthesize it. The reactants are: [C:1]([O:5][C:6]([N:8]1[CH2:14][CH2:13][CH2:12][N:11]([C:15]2[CH:20]=[CH:19][C:18]([C:21]([F:24])([F:23])[F:22])=[CH:17][C:16]=2[N+:25]([O-])=O)[CH2:10][CH2:9]1)=[O:7])([CH3:4])([CH3:3])[CH3:2].